Dataset: Peptide-MHC class II binding affinity with 134,281 pairs from IEDB. Task: Regression. Given a peptide amino acid sequence and an MHC pseudo amino acid sequence, predict their binding affinity value. This is MHC class II binding data. (1) The peptide sequence is SLRKLSSVCLALTNS. The MHC is DRB1_0802 with pseudo-sequence DRB1_0802. The binding affinity (normalized) is 0.207. (2) The peptide sequence is EAKYWCPDSMEYNCP. The MHC is DRB3_0101 with pseudo-sequence DRB3_0101. The binding affinity (normalized) is 0.577. (3) The peptide sequence is KLFEFNRNAIKTLQN. The MHC is DRB1_0405 with pseudo-sequence DRB1_0405. The binding affinity (normalized) is 0.564. (4) The peptide sequence is IVYIKPAKNIYSFNE. The MHC is HLA-DQA10101-DQB10501 with pseudo-sequence HLA-DQA10101-DQB10501. The binding affinity (normalized) is 0.303.